Dataset: NCI-60 drug combinations with 297,098 pairs across 59 cell lines. Task: Regression. Given two drug SMILES strings and cell line genomic features, predict the synergy score measuring deviation from expected non-interaction effect. (1) Drug 1: CC1=C2C(C(=O)C3(C(CC4C(C3C(C(C2(C)C)(CC1OC(=O)C(C(C5=CC=CC=C5)NC(=O)OC(C)(C)C)O)O)OC(=O)C6=CC=CC=C6)(CO4)OC(=O)C)O)C)O. Drug 2: CS(=O)(=O)OCCCCOS(=O)(=O)C. Cell line: HOP-62. Synergy scores: CSS=5.76, Synergy_ZIP=-1.51, Synergy_Bliss=0.162, Synergy_Loewe=-1.32, Synergy_HSA=-2.05. (2) Drug 1: CC1C(C(CC(O1)OC2CC(CC3=C2C(=C4C(=C3O)C(=O)C5=C(C4=O)C(=CC=C5)OC)O)(C(=O)C)O)N)O.Cl. Drug 2: C1C(C(OC1N2C=NC3=C(N=C(N=C32)Cl)N)CO)O. Cell line: HT29. Synergy scores: CSS=19.8, Synergy_ZIP=-8.51, Synergy_Bliss=-0.188, Synergy_Loewe=-8.97, Synergy_HSA=-0.228.